Task: Predict the product of the given reaction.. Dataset: Forward reaction prediction with 1.9M reactions from USPTO patents (1976-2016) (1) Given the reactants [Cl:1][C:2]1[CH:44]=[CH:43][CH:42]=[C:41]([Cl:45])[C:3]=1[CH2:4][C:5]1[C:10]2[N:11]=[CH:12][N:13](COCC[Si](C)(C)C)[C:9]=2[C:8]([C:22]#[N:23])=[C:7]([NH:24][C:25]2[CH:30]=[CH:29][C:28]([CH2:31][C:32](=[O:38])[N:33]3[CH2:37][CH2:36][CH2:35][CH2:34]3)=[CH:27][C:26]=2[O:39][CH3:40])[N:6]=1.O.C(=O)(O)[O-:48].[Na+], predict the reaction product. The product is: [Cl:1][C:2]1[CH:44]=[CH:43][CH:42]=[C:41]([Cl:45])[C:3]=1[CH2:4][C:5]1[C:10]2[N:11]=[CH:12][NH:13][C:9]=2[C:8]([C:22]([NH2:23])=[O:48])=[C:7]([NH:24][C:25]2[CH:30]=[CH:29][C:28]([CH2:31][C:32](=[O:38])[N:33]3[CH2:37][CH2:36][CH2:35][CH2:34]3)=[CH:27][C:26]=2[O:39][CH3:40])[N:6]=1. (2) Given the reactants Br[CH2:2][C:3]1[CH:4]=[C:5]([CH:8]=[CH:9][CH:10]=1)[C:6]#[N:7].BrCC1CCCCO1.[NH:19]1[C:27]2[C:22](=[CH:23][CH:24]=[CH:25][CH:26]=2)[C@@:21]2([C:39]3[C:30](=[CH:31][C:32]4[O:37][CH2:36][CH2:35][O:34][C:33]=4[CH:38]=3)[O:29][CH2:28]2)[C:20]1=[O:40], predict the reaction product. The product is: [O:40]=[C:20]1[C@:21]2([C:39]3[C:30](=[CH:31][C:32]4[O:37][CH2:36][CH2:35][O:34][C:33]=4[CH:38]=3)[O:29][CH2:28]2)[C:22]2[C:27](=[CH:26][CH:25]=[CH:24][CH:23]=2)[N:19]1[CH2:2][C:3]1[CH:4]=[C:5]([CH:8]=[CH:9][CH:10]=1)[C:6]#[N:7]. (3) Given the reactants [N:1]1[CH:6]=[CH:5][CH:4]=[CH:3][C:2]=1[C:7]1[C:8]([C:15]2[C:24]3[C:19](=[CH:20][C:21]([OH:25])=[CH:22][CH:23]=3)[N:18]=[CH:17][CH:16]=2)=[C:9]2[CH2:14][CH2:13][CH2:12][N:10]2[N:11]=1.C1(P(C2C=CC=CC=2)C2C=CC=CC=2)C=CC=CC=1.[N:45]1[CH:50]=[CH:49][C:48]([CH2:51]O)=[CH:47][CH:46]=1.CC(OC(/N=N/C(OC(C)C)=O)=O)C, predict the reaction product. The product is: [N:1]1[CH:6]=[CH:5][CH:4]=[CH:3][C:2]=1[C:7]1[C:8]([C:15]2[C:24]3[C:19](=[CH:20][C:21]([O:25][CH2:51][C:48]4[CH:49]=[CH:50][N:45]=[CH:46][CH:47]=4)=[CH:22][CH:23]=3)[N:18]=[CH:17][CH:16]=2)=[C:9]2[CH2:14][CH2:13][CH2:12][N:10]2[N:11]=1. (4) The product is: [CH3:12][CH:3]1[C:4]2[C:9](=[CH:8][CH:7]=[CH:6][CH:5]=2)[NH:1][C:2]1=[O:10]. Given the reactants [NH:1]1[C:9]2[C:4](=[CH:5][CH:6]=[CH:7][CH:8]=2)[CH2:3][C:2]1=[O:10].[Li][CH2:12]CCC.CI, predict the reaction product. (5) Given the reactants [CH:1]([C:4]1[CH:5]=[CH:6][CH:7]=[C:8]2[C:13]=1[N:12]=[C:11]([C:14]([O:16][CH3:17])=[O:15])[CH:10]=[CH:9]2)([CH3:3])[CH3:2].[C:18](=O)([O-])[O-:19].[K+].[K+].CI.C(OCC)(=O)C.CCCCCC, predict the reaction product. The product is: [CH:1]([C:4]1[CH:5]=[CH:6][CH:7]=[C:8]2[C:13]=1[N:12]=[C:11]([C:14]([O:16][CH3:17])=[O:15])[CH:10]=[C:9]2[O:19][CH3:18])([CH3:3])[CH3:2]. (6) Given the reactants [CH3:1][N:2]([C:4]([N:6]=[C:7]([NH2:9])[NH2:8])=[NH:5])[CH3:3].Cl.O.O.O.[C:14]([O-:17])(=[O:16])[CH3:15].[Na+], predict the reaction product. The product is: [CH3:1][N:2]([C:4]([NH:6][C:7]([NH2:9])=[NH:8])=[NH:5])[CH3:3].[C:14]([O-:17])(=[O:16])[CH3:15]. (7) Given the reactants [CH3:1][C:2]1[CH:11]=[C:10]([N:12]2[CH2:17][CH2:16][NH:15][CH2:14][CH2:13]2)[C:9]2[C:4](=[CH:5][CH:6]=[CH:7][CH:8]=2)[N:3]=1.[C:18](Cl)(=[O:23])/[CH:19]=[CH:20]/[CH2:21][CH3:22], predict the reaction product. The product is: [CH3:1][C:2]1[CH:11]=[C:10]([N:12]2[CH2:17][CH2:16][N:15]([C:18](=[O:23])/[CH:19]=[CH:20]/[CH2:21][CH3:22])[CH2:14][CH2:13]2)[C:9]2[C:4](=[CH:5][CH:6]=[CH:7][CH:8]=2)[N:3]=1. (8) Given the reactants [Br:1][C:2]1[CH:3]=[N:4][N:5]2[C:10]([NH:11][CH2:12][CH:13]3[CH2:18][CH2:17][NH:16][CH2:15][CH2:14]3)=[CH:9][C:8]([C:19]3[CH:24]=[CH:23][CH:22]=[CH:21][C:20]=3[Cl:25])=[N:7][C:6]=12.C[Si]([N:30]=[C:31]=[O:32])(C)C, predict the reaction product. The product is: [Br:1][C:2]1[CH:3]=[N:4][N:5]2[C:10]([NH:11][CH2:12][CH:13]3[CH2:14][CH2:15][N:16]([C:31]([NH2:30])=[O:32])[CH2:17][CH2:18]3)=[CH:9][C:8]([C:19]3[CH:24]=[CH:23][CH:22]=[CH:21][C:20]=3[Cl:25])=[N:7][C:6]=12.